This data is from Reaction yield outcomes from USPTO patents with 853,638 reactions. The task is: Predict the reaction yield, written as a fraction of the theoretical maximum amount of product (1.0 means a 100% yield; for example, 0.34 means a 34% yield). (1) The catalyst is CN(C=O)C. The yield is 0.970. The product is [N:12]([CH:2]1[CH2:11][CH2:10][CH2:9][C:8]2[N:7]=[CH:6][CH:5]=[N:4][C:3]1=2)=[N+:13]=[N-:14]. The reactants are Br[CH:2]1[CH2:11][CH2:10][CH2:9][C:8]2[N:7]=[CH:6][CH:5]=[N:4][C:3]1=2.[N-:12]=[N+:13]=[N-:14].[Na+].O. (2) The reactants are Cl.[CH3:2][NH:3][O:4][CH3:5].C(N(CC)CC)C.[Br:13][C:14]1[CH:25]=[C:18]2[C:19]([O:21]C(=O)[NH:23][C:17]2=[CH:16][CH:15]=1)=O. The catalyst is C(O)C.O. The product is [NH2:23][C:17]1[CH:16]=[CH:15][C:14]([Br:13])=[CH:25][C:18]=1[C:19]([N:3]([O:4][CH3:5])[CH3:2])=[O:21]. The yield is 0.680. (3) The reactants are [CH3:1][C:2]1[N+:11]2[CH:12]=[CH:13][C:14]3[C:19]([C:10]=2[CH:9]=[C:8]2[C:3]=1[CH:4]=[C:5]([O:26]C)[C:6]([O:24]C)=[CH:7]2)=[CH:18][C:17]([O:20]C)=[C:16]([O:22]C)[CH:15]=3.O.[Cl-:29].B(Br)(Br)Br. The catalyst is C(Cl)Cl. The product is [Cl-:29].[CH3:1][C:2]1[N:11]2[CH2:12][CH:13]=[C:14]3[C:19]([C+:18]=[C:17]([OH:20])[C:16]([OH:22])=[CH:15]3)=[C:10]2[CH:9]=[C:8]2[C:3]=1[CH:4]=[C:5]([OH:26])[C:6]([OH:24])=[CH:7]2. The yield is 0.990. (4) The reactants are [CH3:1][O:2][C:3](=[O:47])[NH:4][CH:5]([C:9]([N:11]1[CH2:15][CH2:14][CH2:13][CH:12]1[C:16]1[NH:17][C:18]([C:21]2[CH:30]=[CH:29][C:28]3[C:23](=[CH:24][CH:25]=[C:26]([C:31]4[CH:36]=[CH:35][C:34]([C:37]5[NH:38][C:39]([CH:42]6[CH2:46][CH2:45][CH2:44][NH:43]6)=[N:40][CH:41]=5)=[CH:33][CH:32]=4)[CH:27]=3)[CH:22]=2)=[CH:19][N:20]=1)=[O:10])[CH:6]([CH3:8])[CH3:7].[CH3:48][O:49][C:50]([NH:52][C@@H:53]([C:57]1[CH:62]=[CH:61][CH:60]=[CH:59][C:58]=1[O:63][CH3:64])[C:54](O)=[O:55])=[O:51].[O-]P([O-])([O-])=O.[K+].[K+].[K+].CCOC(C(C#N)=NOC(N1CCOCC1)=[N+](C)C)=O.F[P-](F)(F)(F)(F)F. The catalyst is C(Cl)Cl. The product is [CH3:1][O:2][C:3](=[O:47])[NH:4][CH:5]([C:9]([N:11]1[CH2:15][CH2:14][CH2:13][CH:12]1[C:16]1[NH:17][C:18]([C:21]2[CH:30]=[CH:29][C:28]3[C:23](=[CH:24][CH:25]=[C:26]([C:31]4[CH:36]=[CH:35][C:34]([C:37]5[NH:38][C:39]([CH:42]6[CH2:46][CH2:45][CH2:44][N:43]6[C:54](=[O:55])[CH:53]([NH:52][C:50]([O:49][CH3:48])=[O:51])[C:57]6[CH:62]=[CH:61][CH:60]=[CH:59][C:58]=6[O:63][CH3:64])=[N:40][CH:41]=5)=[CH:33][CH:32]=4)[CH:27]=3)[CH:22]=2)=[CH:19][N:20]=1)=[O:10])[CH:6]([CH3:8])[CH3:7]. The yield is 0.500. (5) The reactants are [CH2:1]([C:6]1[C:14]2[C:9](=[CH:10][CH:11]=[CH:12][CH:13]=2)[NH:8][C:7]=1[C:15]1[CH:16]=[C:17]2[C:22](=[CH:23][CH:24]=1)[CH:21]=[C:20]([O:25][CH2:26][C:27]#[N:28])[CH:19]=[CH:18]2)[CH2:2][CH2:3][CH2:4][CH3:5].[CH3:29][C:30](OC(C)=O)=[O:31].CC1(C)C2(CS(O)(=O)=O)C(CC1CC2)=O. No catalyst specified. The product is [C:30]([N:8]1[C:9]2[C:14](=[CH:13][CH:12]=[CH:11][CH:10]=2)[C:6]([CH2:1][CH2:2][CH2:3][CH2:4][CH3:5])=[C:7]1[C:15]1[CH:16]=[C:17]2[C:22](=[CH:23][CH:24]=1)[CH:21]=[C:20]([O:25][CH2:26][C:27]#[N:28])[CH:19]=[CH:18]2)(=[O:31])[CH3:29]. The yield is 0.490.